From a dataset of Reaction yield outcomes from USPTO patents with 853,638 reactions. Predict the reaction yield, written as a fraction of the theoretical maximum amount of product (1.0 means a 100% yield; for example, 0.34 means a 34% yield). (1) The reactants are [S-:1][C:2]#[N:3].[K+].Cl[C:6]([C:8]1[CH:17]=[CH:16][C:11]([C:12]([O:14][CH3:15])=[O:13])=[CH:10][CH:9]=1)=[O:7]. The catalyst is C(#N)C. The product is [N:3]([C:6]([C:8]1[CH:17]=[CH:16][C:11]([C:12]([O:14][CH3:15])=[O:13])=[CH:10][CH:9]=1)=[O:7])=[C:2]=[S:1]. The yield is 0.950. (2) The catalyst is CN(C)C=O.O. The yield is 0.126. The reactants are [CH:1]1([CH2:6][CH:7]([C:11]2[CH:16]=[CH:15][C:14]([F:17])=[C:13]([C:18]([F:21])([F:20])[F:19])[CH:12]=2)[C:8](O)=[O:9])[CH2:5][CH2:4][CH2:3][CH2:2]1.F[P-](F)(F)(F)(F)F.N1(O[P+](N(C)C)(N(C)C)N(C)C)C2C=CC=CC=2N=N1.[CH3:49][O:50][C:51](=[O:59])[C:52]1[CH:57]=[CH:56][C:55]([NH2:58])=[N:54][CH:53]=1.C(N(CC)C(C)C)(C)C. The product is [CH3:49][O:50][C:51](=[O:59])[C:52]1[CH:57]=[CH:56][C:55]([NH:58][C:8](=[O:9])[CH:7]([C:11]2[CH:16]=[CH:15][C:14]([F:17])=[C:13]([C:18]([F:19])([F:20])[F:21])[CH:12]=2)[CH2:6][CH:1]2[CH2:2][CH2:3][CH2:4][CH2:5]2)=[N:54][CH:53]=1. (3) The reactants are [Li+].[OH-].[CH3:3][C@H:4]1[C:12]2[C:11]([C:13]3[CH:22]=[CH:21][C:16]([C:17]([O:19]C)=[O:18])=[CH:15][CH:14]=3)=[N:10][CH:9]=[N:8][C:7]=2[CH2:6][CH2:5]1. The catalyst is O.C1COCC1. The product is [CH3:3][C@H:4]1[C:12]2[C:11]([C:13]3[CH:22]=[CH:21][C:16]([C:17]([OH:19])=[O:18])=[CH:15][CH:14]=3)=[N:10][CH:9]=[N:8][C:7]=2[CH2:6][CH2:5]1. The yield is 0.900. (4) The product is [CH2:1]([O:8][C:9]1[CH:10]=[CH:11][C:12]([CH:13]([C:14]#[N:15])[C:22]([O:23][CH2:24][CH3:25])=[O:26])=[CH:16][CH:17]=1)[C:2]1[CH:3]=[CH:4][CH:5]=[CH:6][CH:7]=1. The yield is 0.990. The catalyst is C1(C)C=CC=CC=1. The reactants are [CH2:1]([O:8][C:9]1[CH:17]=[CH:16][C:12]([CH2:13][C:14]#[N:15])=[CH:11][CH:10]=1)[C:2]1[CH:7]=[CH:6][CH:5]=[CH:4][CH:3]=1.[O-]CC.[Na+].[C:22](=O)([O:26]CC)[O:23][CH2:24][CH3:25].